Dataset: Reaction yield outcomes from USPTO patents with 853,638 reactions. Task: Predict the reaction yield, written as a fraction of the theoretical maximum amount of product (1.0 means a 100% yield; for example, 0.34 means a 34% yield). (1) The reactants are C[CH2:2][N:3](C(C)C)[CH:4](C)C.Cl.CNC.[NH2:14][C:15]1[CH:23]=[CH:22][C:18]([C:19](O)=[O:20])=[CH:17][C:16]=1[Cl:24].CN(C(ON1N=NC2C=CC=NC1=2)=[N+](C)C)C.F[P-](F)(F)(F)(F)F. The catalyst is C1COCC1.CCOC(C)=O. The product is [NH2:14][C:15]1[CH:23]=[CH:22][C:18]([C:19]([N:3]([CH3:4])[CH3:2])=[O:20])=[CH:17][C:16]=1[Cl:24]. The yield is 0.890. (2) The reactants are [OH:1][C:2]1[C:7]([C:8]([O:10]CC)=[O:9])=[CH:6][N:5]=[C:4]2[CH:13]=[CH:14][S:15][C:3]=12. The catalyst is [OH-].[Na+]. The product is [O:1]=[C:2]1[C:7]([C:8]([OH:10])=[O:9])=[CH:6][NH:5][C:4]2[CH:13]=[CH:14][S:15][C:3]1=2. The yield is 0.700. (3) The catalyst is CO.O1CCCC1.[OH-].[Na+].O. The yield is 0.900. The product is [F:36][C:7]1[CH:8]=[C:9]2[C:14](=[C:5]([C:3]([OH:4])=[O:2])[CH:6]=1)[NH:13][CH:12]([C:15]1[CH:20]=[CH:19][CH:18]=[C:17]([N:21]3[CH2:22][CH2:23][N:24]([C:27]4[CH:32]=[CH:31][CH:30]=[CH:29][C:28]=4[F:33])[CH2:25][CH2:26]3)[CH:16]=1)[CH2:11][C:10]2([CH3:35])[CH3:34]. The reactants are C[O:2][C:3]([C:5]1[CH:6]=[C:7]([F:36])[CH:8]=[C:9]2[C:14]=1[NH:13][CH:12]([C:15]1[CH:20]=[CH:19][CH:18]=[C:17]([N:21]3[CH2:26][CH2:25][N:24]([C:27]4[CH:32]=[CH:31][CH:30]=[CH:29][C:28]=4[F:33])[CH2:23][CH2:22]3)[CH:16]=1)[CH2:11][C:10]2([CH3:35])[CH3:34])=[O:4].Cl.